Dataset: Reaction yield outcomes from USPTO patents with 853,638 reactions. Task: Predict the reaction yield, written as a fraction of the theoretical maximum amount of product (1.0 means a 100% yield; for example, 0.34 means a 34% yield). (1) The reactants are [C:1]([O:5][C:6](=[O:20])[CH2:7][CH:8](P(OCC)(OCC)=O)[C:9]([OH:11])=[O:10])([CH3:4])([CH3:3])[CH3:2].CC(C)([O-])C.[K+].[CH:27](=O)[CH2:28][CH2:29][C:30]1[CH:35]=[CH:34][CH:33]=[CH:32][CH:31]=1.C(O)(=O)CC(CC(O)=O)(C(O)=O)O.[OH-].[Na+]. The catalyst is C1COCC1.O.C(OCC)(=O)C. The product is [C:1]([O:5][C:6](=[O:20])[CH2:7]/[C:8](=[CH:27]\[CH2:28][CH2:29][C:30]1[CH:35]=[CH:34][CH:33]=[CH:32][CH:31]=1)/[C:9]([OH:11])=[O:10])([CH3:2])([CH3:3])[CH3:4]. The yield is 0.810. (2) The reactants are [O:1]=[C:2]1[O:6][CH2:5][N:4]([C:7]([O:9][CH2:10][CH:11]2[C:23]3[CH:22]=[CH:21][CH:20]=[CH:19][C:18]=3[C:17]3[C:12]2=[CH:13][CH:14]=[CH:15][CH:16]=3)=[O:8])[C@H:3]1[CH2:24][C:25]1[N:26]=[CH:27][S:28][CH:29]=1.FC(F)(F)C(O)=O.C([SiH](CC)CC)C. The catalyst is ClCCl. The product is [CH:13]1[C:12]2[CH:11]([CH2:10][O:9][C:7]([N:4]([CH3:5])[C@@H:3]([CH2:24][C:25]3[N:26]=[CH:27][S:28][CH:29]=3)[C:2]([OH:6])=[O:1])=[O:8])[C:23]3[C:18](=[CH:19][CH:20]=[CH:21][CH:22]=3)[C:17]=2[CH:16]=[CH:15][CH:14]=1. The yield is 0.870. (3) The reactants are [CH3:1][C:2]1[CH:7]=[CH:6][CH:5]=[CH:4][C:3]=1[C:8]1[CH:9]=[C:10]([C:26]2[CH:31]=[CH:30][N:29]=[C:28]([NH:32][C:33](=[O:35])[CH3:34])[CH:27]=2)[N:11](COCC[Si](C)(C)C)[C:12]=1[C:13]1[NH:17][CH:16]=[N:15][N:14]=1.C(O)(C(F)(F)F)=O. The catalyst is C(Cl)Cl. The product is [CH3:1][C:2]1[CH:7]=[CH:6][CH:5]=[CH:4][C:3]=1[C:8]1[CH:9]=[C:10]([C:26]2[CH:31]=[CH:30][N:29]=[C:28]([NH:32][C:33](=[O:35])[CH3:34])[CH:27]=2)[NH:11][C:12]=1[C:13]1[NH:17][CH:16]=[N:15][N:14]=1. The yield is 0.820. (4) The product is [CH3:39][N:40]([CH3:41])[CH2:15][CH:13]([OH:14])[CH2:12][N:8]1[C:9]2[C:5](=[CH:4][C:3]([O:2][CH3:1])=[CH:11][CH:10]=2)[C:6]([C:16]2[N:28]([S:29]([C:32]3[CH:38]=[CH:37][C:35]([CH3:36])=[CH:34][CH:33]=3)(=[O:31])=[O:30])[C:19]3=[N:20][CH:21]=[C:22]4[CH:26]=[N:25][N:24]([CH3:27])[C:23]4=[C:18]3[CH:17]=2)=[CH:7]1. The reactants are [CH3:1][O:2][C:3]1[CH:4]=[C:5]2[C:9](=[CH:10][CH:11]=1)[N:8]([CH2:12][CH:13]1[CH2:15][O:14]1)[CH:7]=[C:6]2[C:16]1[N:28]([S:29]([C:32]2[CH:38]=[CH:37][C:35]([CH3:36])=[CH:34][CH:33]=2)(=[O:31])=[O:30])[C:19]2=[N:20][CH:21]=[C:22]3[CH:26]=[N:25][N:24]([CH3:27])[C:23]3=[C:18]2[CH:17]=1.[CH3:39][NH:40][CH3:41]. The yield is 0.990. The catalyst is CN(C=O)C. (5) The reactants are [N:1]1[CH:6]=[C:5]([CH2:7][NH2:8])[CH:4]=[N:3][CH:2]=1.C[Al](C)C.[Cl:13][C:14]1[CH:15]=[C:16]([CH:21]([C:36]([F:39])([F:38])[F:37])/[CH:22]=[CH:23]/[C:24]2[CH:34]=[CH:33][C:27]([C:28](OCC)=[O:29])=[C:26]([CH3:35])[CH:25]=2)[CH:17]=[C:18]([Cl:20])[CH:19]=1. The catalyst is C(Cl)Cl. The product is [Cl:13][C:14]1[CH:15]=[C:16]([CH:21]([C:36]([F:39])([F:37])[F:38])/[CH:22]=[CH:23]/[C:24]2[CH:34]=[CH:33][C:27]([C:28]([NH:8][CH2:7][C:5]3[CH:6]=[N:1][CH:2]=[N:3][CH:4]=3)=[O:29])=[C:26]([CH3:35])[CH:25]=2)[CH:17]=[C:18]([Cl:20])[CH:19]=1. The yield is 0.550. (6) The reactants are [C:1]([C:5]1[CH:9]=[C:8]([NH2:10])[N:7]([C:11]2[CH:16]=[CH:15][C:14]([C:17]([F:20])([F:19])[F:18])=[CH:13][CH:12]=2)[N:6]=1)([CH3:4])([CH3:3])[CH3:2].Cl[C:22]([O:24][C:25]1[CH:30]=[CH:29][CH:28]=[CH:27][CH:26]=1)=[O:23]. No catalyst specified. The product is [C:1]([C:5]1[CH:9]=[C:8]([NH:10][C:22](=[O:23])[O:24][C:25]2[CH:30]=[CH:29][CH:28]=[CH:27][CH:26]=2)[N:7]([C:11]2[CH:16]=[CH:15][C:14]([C:17]([F:19])([F:20])[F:18])=[CH:13][CH:12]=2)[N:6]=1)([CH3:4])([CH3:2])[CH3:3]. The yield is 0.580. (7) The reactants are C([O:8][C:9]1[CH:14]=[CH:13][C:12]([N:15]([CH2:28][C:29]2[CH:34]=[CH:33][CH:32]=[C:31]([O:35][CH:36]3[CH2:41][CH2:40][CH2:39][CH2:38][O:37]3)[CH:30]=2)[S:16]([C:19]2[C:24]([CH3:25])=[CH:23][C:22]([CH3:26])=[CH:21][C:20]=2[CH3:27])(=[O:18])=[O:17])=[CH:11][CH:10]=1)C1C=CC=CC=1.C([O-])=O.[NH4+]. The catalyst is CO.[Pd]. The product is [OH:8][C:9]1[CH:10]=[CH:11][C:12]([N:15]([CH2:28][C:29]2[CH:34]=[CH:33][CH:32]=[C:31]([O:35][CH:36]3[CH2:41][CH2:40][CH2:39][CH2:38][O:37]3)[CH:30]=2)[S:16]([C:19]2[C:24]([CH3:25])=[CH:23][C:22]([CH3:26])=[CH:21][C:20]=2[CH3:27])(=[O:18])=[O:17])=[CH:13][CH:14]=1. The yield is 0.250.